Dataset: Reaction yield outcomes from USPTO patents with 853,638 reactions. Task: Predict the reaction yield, written as a fraction of the theoretical maximum amount of product (1.0 means a 100% yield; for example, 0.34 means a 34% yield). (1) The reactants are [Br:1][C:2]1[CH:3]=[C:4]([N+:12]([O-:14])=[O:13])[C:5]2[N:9]=[C:8]([CH3:10])[NH:7][C:6]=2[CH:11]=1.Br[CH2:16][C:17]1[CH:22]=[CH:21][CH:20]=[C:19]([Cl:23])[C:18]=1[Cl:24].C([O-])([O-])=O.[K+].[K+]. The catalyst is CN(C=O)C. The product is [Br:1][C:2]1[CH:3]=[C:4]([N+:12]([O-:14])=[O:13])[C:5]2[N:9]=[C:8]([CH3:10])[N:7]([CH2:16][C:17]3[CH:22]=[CH:21][CH:20]=[C:19]([Cl:23])[C:18]=3[Cl:24])[C:6]=2[CH:11]=1. The yield is 0.830. (2) The reactants are [C:1]([O:4][CH2:5][C:6]1[CH:11]=[C:10]([NH:12][C:13]2[C:18]([CH2:19][CH3:20])=[C:17]([CH3:21])[N:16]=[C:15]([C:22]3[S:23][C:24]([Cl:27])=[CH:25][CH:26]=3)[N:14]=2)[CH:9]=[CH:8][C:7]=1Br)(=[O:3])[CH3:2].[CH3:29][C:30]1([CH3:46])[C:34]([CH3:36])([CH3:35])[O:33][B:32]([B:32]2[O:33][C:34]([CH3:36])([CH3:35])[C:30]([CH3:46])([CH3:29])[O:31]2)[O:31]1.CC([O-])=O.[K+]. The catalyst is C1C=CC(P(C2C=CC=CC=2)[C-]2C=CC=C2)=CC=1.C1C=CC(P(C2C=CC=CC=2)[C-]2C=CC=C2)=CC=1.Cl[Pd]Cl.[Fe+2].O1CCOCC1. The product is [C:1]([O:4][CH2:5][C:6]1[CH:11]=[C:10]([NH:12][C:13]2[C:18]([CH2:19][CH3:20])=[C:17]([CH3:21])[N:16]=[C:15]([C:22]3[S:23][C:24]([Cl:27])=[CH:25][CH:26]=3)[N:14]=2)[CH:9]=[CH:8][C:7]=1[B:32]1[O:33][C:34]([CH3:36])([CH3:35])[C:30]([CH3:46])([CH3:29])[O:31]1)(=[O:3])[CH3:2]. The yield is 0.490.